This data is from Full USPTO retrosynthesis dataset with 1.9M reactions from patents (1976-2016). The task is: Predict the reactants needed to synthesize the given product. (1) The reactants are: CC1C=C(COC2CCNCC2)C2C(=CC=CC=2)N=1.[CH3:20][C:21]1[CH:30]=[C:29]([CH2:31][O:32][CH2:33][CH:34]2[CH2:39][CH2:38][NH:37][CH2:36][CH2:35]2)[C:28]2[C:23](=[CH:24][CH:25]=[CH:26][CH:27]=2)[N:22]=1.[CH2:40]([C:42]1([CH2:49][S:50](Cl)(=[O:52])=[O:51])[C:46](=[O:47])[NH:45][C:44](=[O:48])[NH:43]1)C.C[C@@]1(CS(Cl)(=O)=O)C(=O)NC(=O)N1. Given the product [CH3:40][C@:42]1([CH2:49][S:50]([N:37]2[CH2:38][CH2:39][CH:34]([CH2:33][O:32][CH2:31][C:29]3[C:28]4[C:23](=[CH:24][CH:25]=[CH:26][CH:27]=4)[N:22]=[C:21]([CH3:20])[CH:30]=3)[CH2:35][CH2:36]2)(=[O:52])=[O:51])[NH:43][C:44](=[O:48])[NH:45][C:46]1=[O:47], predict the reactants needed to synthesize it. (2) Given the product [Cl:33][C:30]1[CH:31]=[CH:32][C:27]([CH2:26][N:17]2[C:18]([CH3:20])=[CH:19][C:15](/[C:2](/[F:1])=[CH:3]/[C:4]3[CH:5]=[CH:6][C:7]([S:10][C:11]([F:14])([F:13])[F:12])=[CH:8][CH:9]=3)=[N:16]2)=[CH:28][N:29]=1, predict the reactants needed to synthesize it. The reactants are: [F:1]/[C:2](/[C:15]1[CH:19]=[C:18]([CH3:20])[NH:17][N:16]=1)=[CH:3]\[C:4]1[CH:9]=[CH:8][C:7]([S:10][C:11]([F:14])([F:13])[F:12])=[CH:6][CH:5]=1.CS(O[CH2:26][C:27]1[CH:28]=[N:29][C:30]([Cl:33])=[CH:31][CH:32]=1)(=O)=O. (3) Given the product [CH3:15][C:16]1[N:21]=[C:20]([CH2:22][N:44]2[C:45](=[O:52])[C:46]3[C:51](=[CH:50][CH:49]=[CH:48][CH:47]=3)[C:43]2=[O:53])[CH:19]=[CH:18][CH:17]=1, predict the reactants needed to synthesize it. The reactants are: CC(OC(/N=N/C(OC(C)C)=O)=O)C.[CH3:15][C:16]1[N:21]=[C:20]([CH2:22]O)[CH:19]=[CH:18][CH:17]=1.C1(P(C2C=CC=CC=2)C2C=CC=CC=2)C=CC=CC=1.[C:43]1(=[O:53])[C:51]2[C:46](=[CH:47][CH:48]=[CH:49][CH:50]=2)[C:45](=[O:52])[NH:44]1. (4) Given the product [NH2:1][C:2]1[C:9]([I:16])=[CH:8][C:5]([C:6]#[N:7])=[C:4]([C:10]([F:11])([F:12])[F:13])[CH:3]=1, predict the reactants needed to synthesize it. The reactants are: [NH2:1][C:2]1[CH:9]=[CH:8][C:5]([C:6]#[N:7])=[C:4]([C:10]([F:13])([F:12])[F:11])[CH:3]=1.[I-].[K+].[I:16]([O-])(=O)=O.[K+].Cl. (5) Given the product [CH2:25]([CH:32]1[CH2:37][N:36]([CH3:38])[CH2:35][CH:34]([C:39]([NH:57][C:54]2[CH:55]=[C:56]3[C:51](=[CH:52][CH:53]=2)[N:50]([C:58]([C:65]2[CH:66]=[CH:67][CH:68]=[CH:69][CH:70]=2)([C:71]2[CH:76]=[CH:75][CH:74]=[CH:73][CH:72]=2)[C:59]2[CH:60]=[CH:61][CH:62]=[CH:63][CH:64]=2)[N:49]=[C:48]3[C:45]2[CH:44]=[CH:43][N:42]=[CH:47][CH:46]=2)=[O:41])[CH2:33]1)[C:26]1[CH:27]=[CH:28][CH:29]=[CH:30][CH:31]=1, predict the reactants needed to synthesize it. The reactants are: F[P-](F)(F)(F)(F)F.N1(OC(N(C)C)=[N+](C)C)C2N=CC=CC=2N=N1.[CH2:25]([CH:32]1[CH2:37][N:36]([CH3:38])[CH2:35][CH:34]([C:39]([OH:41])=O)[CH2:33]1)[C:26]1[CH:31]=[CH:30][CH:29]=[CH:28][CH:27]=1.[N:42]1[CH:47]=[CH:46][C:45]([C:48]2[C:56]3[C:51](=[CH:52][CH:53]=[C:54]([NH2:57])[CH:55]=3)[N:50]([C:58]([C:71]3[CH:76]=[CH:75][CH:74]=[CH:73][CH:72]=3)([C:65]3[CH:70]=[CH:69][CH:68]=[CH:67][CH:66]=3)[C:59]3[CH:64]=[CH:63][CH:62]=[CH:61][CH:60]=3)[N:49]=2)=[CH:44][CH:43]=1.C(N(C(C)C)CC)(C)C. (6) Given the product [CH2:41]([O:40][CH2:39][C@H:21]([NH:20][C:17](=[O:19])[CH2:16][N:13]1[CH2:12][CH2:11][N:10]([C:7]2[CH:6]=[CH:5][C:4]([O:3][CH3:2])=[CH:9][CH:8]=2)[CH2:15][CH2:14]1)[C:22]([NH:24][C:25]1[CH:30]=[CH:29][C:28]([O:31][C:32]2[CH:37]=[CH:36][C:35]([F:38])=[CH:34][CH:33]=2)=[CH:27][CH:26]=1)=[O:23])[C:42]1[CH:47]=[CH:46][CH:45]=[CH:44][CH:43]=1, predict the reactants needed to synthesize it. The reactants are: Cl.[CH3:2][O:3][C:4]1[CH:9]=[CH:8][C:7]([N:10]2[CH2:15][CH2:14][N:13]([CH2:16][C:17]([OH:19])=O)[CH2:12][CH2:11]2)=[CH:6][CH:5]=1.[NH2:20][C@@H:21]([CH2:39][O:40][CH2:41][C:42]1[CH:47]=[CH:46][CH:45]=[CH:44][CH:43]=1)[C:22]([NH:24][C:25]1[CH:30]=[CH:29][C:28]([O:31][C:32]2[CH:37]=[CH:36][C:35]([F:38])=[CH:34][CH:33]=2)=[CH:27][CH:26]=1)=[O:23].